Dataset: Forward reaction prediction with 1.9M reactions from USPTO patents (1976-2016). Task: Predict the product of the given reaction. The product is: [Br:1][C:2]1[CH:3]=[C:4]([NH2:11])[C:5]2[CH:6]=[N:7][N:8]([S:20]([C:14]3[CH:19]=[CH:18][CH:17]=[CH:16][CH:15]=3)(=[O:22])=[O:21])[C:9]=2[CH:10]=1. Given the reactants [Br:1][C:2]1[CH:3]=[C:4]([NH2:11])[C:5]2[CH:6]=[N:7][NH:8][C:9]=2[CH:10]=1.[H-].[Na+].[C:14]1([S:20](Cl)(=[O:22])=[O:21])[CH:19]=[CH:18][CH:17]=[CH:16][CH:15]=1.O, predict the reaction product.